From a dataset of Catalyst prediction with 721,799 reactions and 888 catalyst types from USPTO. Predict which catalyst facilitates the given reaction. (1) Reactant: Br[CH2:2][CH2:3][C:4]([NH:6][C:7]1[S:8][C:9]([C:13]2[CH:18]=[CH:17][N:16]=[C:15]([NH:19][C:20]3[CH:25]=[CH:24][C:23]([O:26][CH3:27])=[CH:22][CH:21]=3)[N:14]=2)=[C:10]([CH3:12])[N:11]=1)=[O:5].[NH:28]1[CH2:33][CH2:32][O:31][CH2:30][CH2:29]1. Product: [CH3:27][O:26][C:23]1[CH:24]=[CH:25][C:20]([NH:19][C:15]2[N:14]=[C:13]([C:9]3[S:8][C:7]([NH:6][C:4](=[O:5])[CH2:3][CH2:2][N:28]4[CH2:33][CH2:32][O:31][CH2:30][CH2:29]4)=[N:11][C:10]=3[CH3:12])[CH:18]=[CH:17][N:16]=2)=[CH:21][CH:22]=1. The catalyst class is: 23. (2) Reactant: [Br:1][C:2]1[CH:3]=[C:4]2[C:10]([NH2:11])=[N:9][NH:8][C:5]2=[N:6][CH:7]=1.C=O.[C:14](O)(=O)C.C([BH3-])#N.[Na+]. Product: [Br:1][C:2]1[CH:3]=[C:4]2[C:10]([NH:11][CH3:14])=[N:9][NH:8][C:5]2=[N:6][CH:7]=1. The catalyst class is: 7. (3) Reactant: [Cl:1][C:2]1[CH:3]=[C:4]([CH2:9][C:10]([O:12]C(C)(C)C)=O)[CH:5]=[N:6][C:7]=1[Cl:8].C(O)(C(F)(F)F)=O.[NH2:24][C:25]1[N:30]=[CH:29][C:28]([N:31]2[CH2:36][CH2:35][N:34]([C:37](=[O:39])[CH3:38])[CH2:33][CH2:32]2)=[CH:27][CH:26]=1.CCN(C(C)C)C(C)C.F[P-](F)(F)(F)(F)F.N1(OC(N(C)C)=[N+](C)C)C2N=CC=CC=2N=N1. Product: [C:37]([N:34]1[CH2:33][CH2:32][N:31]([C:28]2[CH:27]=[CH:26][C:25]([NH:24][C:10](=[O:12])[CH2:9][C:4]3[CH:5]=[N:6][C:7]([Cl:8])=[C:2]([Cl:1])[CH:3]=3)=[N:30][CH:29]=2)[CH2:36][CH2:35]1)(=[O:39])[CH3:38]. The catalyst class is: 2. (4) Product: [CH2:14]([O:16][C:17]([CH:18]1[CH2:19][CH2:20][N:21]([C:8]2[CH:13]=[CH:12][CH:11]=[CH:10][N:9]=2)[CH2:22][CH2:23]1)=[O:24])[CH3:15]. Reactant: C(=O)([O-])[O-].[K+].[K+].Br[C:8]1[CH:13]=[CH:12][CH:11]=[CH:10][N:9]=1.[CH2:14]([O:16][C:17](=[O:24])[CH:18]1[CH2:23][CH2:22][NH:21][CH2:20][CH2:19]1)[CH3:15]. The catalyst class is: 41. (5) Reactant: Br[C:2]1[CH:3]=[C:4]([CH:8]([CH3:12])[C:9]([OH:11])=[O:10])[CH:5]=[CH:6][CH:7]=1.C([Li])(C)(C)C.[B:18](OCCCC)([O:24]CCCC)[O:19]CCCC. Product: [C:9]([CH:8]([C:4]1[CH:3]=[C:2]([B:18]([OH:24])[OH:19])[CH:7]=[CH:6][CH:5]=1)[CH3:12])([OH:11])=[O:10]. The catalyst class is: 28. (6) Reactant: [F:1][C:2]([F:13])([F:12])[C:3]1[CH:4]=[C:5]([CH:9]([NH2:11])[CH3:10])[CH:6]=[CH:7][CH:8]=1.[C:14]1(=[O:20])[O:19][C:17](=[O:18])[CH2:16][CH2:15]1.CC(=O)OCC.CO. Product: [O:20]=[C:14]([NH:11][CH:9]([C:5]1[CH:6]=[CH:7][CH:8]=[C:3]([C:2]([F:12])([F:13])[F:1])[CH:4]=1)[CH3:10])[CH2:15][CH2:16][C:17]([OH:19])=[O:18]. The catalyst class is: 28. (7) Reactant: [F:1][C:2]([F:20])([C:8]1[CH:13]=[CH:12][CH:11]=[CH:10][C:9]=1[O:14][CH2:15][C:16]([F:19])([F:18])[F:17])[C:3]([O:5]CC)=[O:4].CO.O.[OH-].[Li+]. Product: [F:1][C:2]([F:20])([C:8]1[CH:13]=[CH:12][CH:11]=[CH:10][C:9]=1[O:14][CH2:15][C:16]([F:17])([F:19])[F:18])[C:3]([OH:5])=[O:4]. The catalyst class is: 30. (8) Reactant: C[O:2][C:3](=O)[C:4]([C:13]1[CH:18]=[CH:17][C:16]([N+:19]([O-])=O)=[CH:15][C:14]=1[N+:22]([O-])=[O:23])([C:9]([F:12])([F:11])[F:10])[C:5]([F:8])([F:7])[F:6]. Product: [NH2:19][C:16]1[CH:15]=[C:14]2[C:13]([C:4]([C:9]([F:12])([F:10])[F:11])([C:5]([F:8])([F:7])[F:6])[C:3](=[O:2])[N:22]2[OH:23])=[CH:18][CH:17]=1. The catalyst class is: 50. (9) Reactant: [CH:1]([C:3]1[C:4](=[O:13])[NH:5][C:6]2[C:12]=1[CH:11]=[CH:10][CH:9]=[CH:8][CH:7]=2)=O.[C:14]1([NH2:21])[CH:19]=[CH:18][CH:17]=[CH:16][C:15]=1[NH2:20].S(=O)(O)[O-].[Na+]. Product: [N:20]1[C:15]2[CH:16]=[CH:17][CH:18]=[CH:19][C:14]=2[NH:21][C:1]=1[C:3]1[C:4](=[O:13])[NH:5][C:6]2[C:12]=1[CH:11]=[CH:10][CH:9]=[CH:8][CH:7]=2. The catalyst class is: 40. (10) The catalyst class is: 189. Product: [Cl:1][C:2]1[CH:7]=[CH:6][C:5]([C:26]2[C:31]([N+:32]([O-:34])=[O:33])=[CH:30][CH:29]=[CH:28][N:27]=2)=[CH:4][C:3]=1[C:11]([NH:13][CH2:14][C:15]12[CH2:24][CH:19]3[CH2:20][CH:21]([CH2:23][CH:17]([CH2:18]3)[CH2:16]1)[CH2:22]2)=[O:12]. Reactant: [Cl:1][C:2]1[CH:7]=[CH:6][C:5](B(O)O)=[CH:4][C:3]=1[C:11]([NH:13][CH2:14][C:15]12[CH2:24][CH:19]3[CH2:20][CH:21]([CH2:23][CH:17]([CH2:18]3)[CH2:16]1)[CH2:22]2)=[O:12].Cl[C:26]1[C:31]([N+:32]([O-:34])=[O:33])=[CH:30][CH:29]=[CH:28][N:27]=1.C(=O)([O-])[O-].[K+].[K+].O1CCCC1.